Dataset: Forward reaction prediction with 1.9M reactions from USPTO patents (1976-2016). Task: Predict the product of the given reaction. (1) Given the reactants [C:1]([O:5][C:6]([N:8]([CH3:34])[CH2:9][CH2:10][N:11]1[C:15]2[CH:16]=[CH:17][C:18]([C:20](O)=[O:21])=[CH:19][C:14]=2[N:13]=[C:12]1[NH:23][C:24]1[S:25][C:26]2[CH:32]=[C:31]([Cl:33])[CH:30]=[CH:29][C:27]=2[N:28]=1)=[O:7])([CH3:4])([CH3:3])[CH3:2].[NH2:35][CH2:36][C:37]([N:39]([CH3:41])[CH3:40])=[O:38].CN(C(ON1N=NC2C=CC=CC1=2)=[N+](C)C)C.F[P-](F)(F)(F)(F)F.CCN(C(C)C)C(C)C, predict the reaction product. The product is: [C:1]([O:5][C:6](=[O:7])[N:8]([CH2:9][CH2:10][N:11]1[C:15]2[CH:16]=[CH:17][C:18]([C:20](=[O:21])[NH:35][CH2:36][C:37](=[O:38])[N:39]([CH3:41])[CH3:40])=[CH:19][C:14]=2[N:13]=[C:12]1[NH:23][C:24]1[S:25][C:26]2[CH:32]=[C:31]([Cl:33])[CH:30]=[CH:29][C:27]=2[N:28]=1)[CH3:34])([CH3:4])([CH3:2])[CH3:3]. (2) Given the reactants Cl.[Cl:2][C:3]1[C:4]([S:27]([NH:30][C:31]2[S:35][N:34]=[CH:33][N:32]=2)(=[O:29])=[O:28])=[CH:5][C:6]2[O:10][C:9](=[O:11])[N:8]([C@@H:12]([C:14]3[CH:19]=[CH:18][CH:17]=[CH:16][C:15]=3[C:20]3[CH2:21][CH2:22][NH:23][CH2:24][CH:25]=3)[CH3:13])[C:7]=2[CH:26]=1.CN1C(=O)CCC1.CCN(C(C)C)C(C)C.[CH3:52][S:53](Cl)(=[O:55])=[O:54], predict the reaction product. The product is: [Cl:2][C:3]1[C:4]([S:27]([NH:30][C:31]2[S:35][N:34]=[CH:33][N:32]=2)(=[O:29])=[O:28])=[CH:5][C:6]2[O:10][C:9](=[O:11])[N:8]([C@@H:12]([C:14]3[CH:19]=[CH:18][CH:17]=[CH:16][C:15]=3[C:20]3[CH2:21][CH2:22][N:23]([S:53]([CH3:52])(=[O:55])=[O:54])[CH2:24][CH:25]=3)[CH3:13])[C:7]=2[CH:26]=1. (3) Given the reactants C([O:3][C:4]([C:6]1([S:19]([C:22]2[CH:27]=[CH:26][C:25]([O:28][CH2:29][CH2:30][CH2:31][CH3:32])=[CH:24][CH:23]=2)(=[O:21])=[O:20])[CH2:11][CH2:10][N:9]([CH2:12][C:13]2[CH:18]=[CH:17][N:16]=[CH:15][CH:14]=2)[CH2:8][CH2:7]1)=[O:5])C.CO.[OH-].[Na+], predict the reaction product. The product is: [CH2:29]([O:28][C:25]1[CH:26]=[CH:27][C:22]([S:19]([C:6]2([C:4]([OH:5])=[O:3])[CH2:7][CH2:8][N:9]([CH2:12][C:13]3[CH:18]=[CH:17][N:16]=[CH:15][CH:14]=3)[CH2:10][CH2:11]2)(=[O:20])=[O:21])=[CH:23][CH:24]=1)[CH2:30][CH2:31][CH3:32]. (4) Given the reactants [Br:1][C:2]1[CH:3]=[N:4][CH:5]=[C:6]([CH:10]=1)[C:7](O)=[O:8].Cl.[OH-].[Na+], predict the reaction product. The product is: [Br:1][C:2]1[CH:10]=[C:6]([CH2:7][OH:8])[CH:5]=[N:4][CH:3]=1. (5) Given the reactants [O:1]1[CH:5]=[CH:4][CH:3]=[C:2]1[C:6]1[NH:18][C:9]2=[N:10][CH:11]=[CH:12][C:13]([C:14]([O:16]C)=[O:15])=[C:8]2[N:7]=1.O[Li].O, predict the reaction product. The product is: [O:1]1[CH:5]=[CH:4][CH:3]=[C:2]1[C:6]1[NH:18][C:9]2=[N:10][CH:11]=[CH:12][C:13]([C:14]([OH:16])=[O:15])=[C:8]2[N:7]=1.